Predict the product of the given reaction. From a dataset of Forward reaction prediction with 1.9M reactions from USPTO patents (1976-2016). (1) Given the reactants FC(F)(F)C(O)=O.[N:8]1[CH:13]=[CH:12][N:11]=[CH:10][C:9]=1[C:14]12[CH2:21][N:20](C(OC(C)(C)C)=O)[CH2:19][CH:18]1[CH2:17][O:16][NH:15]2, predict the reaction product. The product is: [N:8]1[CH:13]=[CH:12][N:11]=[CH:10][C:9]=1[C:14]12[CH2:21][NH:20][CH2:19][CH:18]1[CH2:17][O:16][NH:15]2. (2) Given the reactants FC1C(F)=CC(C2C=CC(OCC3C=CC4ON=C(NCCOC)C=4C=3)=CC=2)=C(OC)C=1.C(OC(=O)[N:39]([CH2:67][CH:68]1[CH2:70][CH2:69]1)[C:40]1[C:44]2[CH:45]=[C:46]([CH2:49][O:50][C:51]3[CH:56]=[CH:55][C:54]([C:57]4[CH:62]=[C:61]([F:63])[C:60]([F:64])=[CH:59][C:58]=4[O:65][CH3:66])=[CH:53][CH:52]=3)[CH:47]=[CH:48][C:43]=2[O:42][N:41]=1)(C)(C)C, predict the reaction product. The product is: [CH:68]1([CH2:67][NH:39][C:40]2[C:44]3[CH:45]=[C:46]([CH2:49][O:50][C:51]4[CH:52]=[CH:53][C:54]([C:57]5[CH:62]=[C:61]([F:63])[C:60]([F:64])=[CH:59][C:58]=5[O:65][CH3:66])=[CH:55][CH:56]=4)[CH:47]=[CH:48][C:43]=3[O:42][N:41]=2)[CH2:70][CH2:69]1. (3) Given the reactants [CH:1]([C:3]1[CH:20]=[CH:19][C:6]2/[C:7](=[CH:16]/[C:17]#[N:18])/[C:8]3[CH:15]=[CH:14][CH:13]=[CH:12][C:9]=3[CH2:10][CH2:11][C:5]=2[CH:4]=1)=[O:2].[CH3:21][Mg]Cl.[Cl-].[NH4+], predict the reaction product. The product is: [OH:2][CH:1]([C:3]1[CH:20]=[CH:19][C:6]2/[C:7](=[CH:16]/[C:17]#[N:18])/[C:8]3[CH:15]=[CH:14][CH:13]=[CH:12][C:9]=3[CH2:10][CH2:11][C:5]=2[CH:4]=1)[CH3:21]. (4) The product is: [CH:27]1([NH:26][C:22]2[CH:21]=[C:20]([C:18]3[C:17]4[CH2:33][NH:34][C:35](=[O:36])[C:16]=4[CH:15]=[C:14]([N:11]4[CH2:12][CH2:13][NH:8][CH2:9][CH2:10]4)[N:19]=3)[CH:25]=[CH:24][N:23]=2)[CH2:32][CH2:31][CH2:30][CH2:29][CH2:28]1. Given the reactants C(OC([N:8]1[CH2:13][CH2:12][N:11]([C:14]2[N:19]=[C:18]([C:20]3[CH:25]=[CH:24][N:23]=[C:22]([NH:26][CH:27]4[CH2:32][CH2:31][CH2:30][CH2:29][CH2:28]4)[CH:21]=3)[C:17]3[CH2:33][NH:34][C:35](=[O:36])[C:16]=3[CH:15]=2)[CH2:10][CH2:9]1)=O)(C)(C)C.FC(F)(F)C(O)=O, predict the reaction product.